From a dataset of Peptide-MHC class I binding affinity with 185,985 pairs from IEDB/IMGT. Regression. Given a peptide amino acid sequence and an MHC pseudo amino acid sequence, predict their binding affinity value. This is MHC class I binding data. (1) The peptide sequence is NASQHPQQV. The MHC is HLA-A02:03 with pseudo-sequence HLA-A02:03. The binding affinity (normalized) is 0.0366. (2) The peptide sequence is ISIISIRPR. The MHC is HLA-A03:01 with pseudo-sequence HLA-A03:01. The binding affinity (normalized) is 0.0674.